From a dataset of Full USPTO retrosynthesis dataset with 1.9M reactions from patents (1976-2016). Predict the reactants needed to synthesize the given product. (1) Given the product [Br:1][C:2]1[CH:19]=[CH:18][C:5]([CH2:6][O:7][C:8]2[CH:13]=[C:12]([NH2:14])[CH:11]=[C:10]([Cl:17])[CH:9]=2)=[CH:4][CH:3]=1, predict the reactants needed to synthesize it. The reactants are: [Br:1][C:2]1[CH:19]=[CH:18][C:5]([CH2:6][O:7][C:8]2[CH:13]=[C:12]([N+:14]([O-])=O)[CH:11]=[C:10]([Cl:17])[CH:9]=2)=[CH:4][CH:3]=1.[NH4+].[Cl-]. (2) Given the product [CH:2]1([CH2:5][O:6][C:7]2[CH:12]=[C:11]([F:13])[C:10]([O:14][CH3:15])=[CH:9][C:8]=2[C:16]2[C:17]3[NH:24][C:23]([CH3:25])=[C:22]([C:26]([NH:28][C@@H:29]4[C@@H:34]([OH:35])[CH2:33][CH2:32][N:31]([C:39](=[O:40])[CH2:38][O:37][CH3:36])[CH2:30]4)=[O:27])[C:18]=3[N:19]=[CH:20][N:21]=2)[CH2:4][CH2:3]1, predict the reactants needed to synthesize it. The reactants are: Cl.[CH:2]1([CH2:5][O:6][C:7]2[CH:12]=[C:11]([F:13])[C:10]([O:14][CH3:15])=[CH:9][C:8]=2[C:16]2[C:17]3[NH:24][C:23]([CH3:25])=[C:22]([C:26]([NH:28][C@@H:29]4[C@@H:34]([OH:35])[CH2:33][CH2:32][NH:31][CH2:30]4)=[O:27])[C:18]=3[N:19]=[CH:20][N:21]=2)[CH2:4][CH2:3]1.[CH3:36][O:37][CH2:38][C:39](Cl)=[O:40]. (3) Given the product [C:1]([C:4]1[CH:5]=[CH:6][C:7]([CH:13]2[CH2:18][CH2:17][CH2:16][N:15]([C:19]([O:21][C:22]([CH3:25])([CH3:24])[CH3:23])=[O:20])[CH2:14]2)=[C:8]2[C:12]=1[NH:11][CH:10]=[CH:9]2)(=[O:3])[NH2:2], predict the reactants needed to synthesize it. The reactants are: [C:1]([C:4]1[CH:5]=[CH:6][C:7]([C:13]2[CH2:14][N:15]([C:19]([O:21][C:22]([CH3:25])([CH3:24])[CH3:23])=[O:20])[CH2:16][CH2:17][CH:18]=2)=[C:8]2[C:12]=1[NH:11][CH:10]=[CH:9]2)(=[O:3])[NH2:2]. (4) Given the product [F:22][C:19]([F:20])([F:21])[C:14]1[CH:15]=[CH:16][CH:17]=[CH:18][C:13]=1[S:10]([C@H:8]1[CH2:7][N:6]([C:23]2[S:24][C:25]([C:28]([F:31])([F:29])[F:30])=[N:26][N:27]=2)[C@H:5]([C:3]([OH:4])=[O:2])[CH2:9]1)(=[O:12])=[O:11], predict the reactants needed to synthesize it. The reactants are: C[O:2][C:3]([C@@H:5]1[CH2:9][C@@H:8]([S:10]([C:13]2[CH:18]=[CH:17][CH:16]=[CH:15][C:14]=2[C:19]([F:22])([F:21])[F:20])(=[O:12])=[O:11])[CH2:7][N:6]1[C:23]1[S:24][C:25]([C:28]([F:31])([F:30])[F:29])=[N:26][N:27]=1)=[O:4].[OH-].[Li+]. (5) Given the product [Si:33]([O:12][CH2:11][C@H:10]1[O:9][C@H:8]2[C@H:4]([N:5]=[C:6]([N:13]([CH2:21][CH3:22])[C:14](=[O:20])[O:15][C:16]([CH3:18])([CH3:19])[CH3:17])[S:7]2)[C@@H:3]([OH:23])[C@@H:2]1[OH:1])([C:30]([CH3:32])([CH3:31])[CH3:29])([CH3:35])[CH3:34], predict the reactants needed to synthesize it. The reactants are: [OH:1][C@@H:2]1[C@@H:10]([CH2:11][OH:12])[O:9][C@H:8]2[C@H:4]([N:5]=[C:6]([N:13]([CH2:21][CH3:22])[C:14](=[O:20])[O:15][C:16]([CH3:19])([CH3:18])[CH3:17])[S:7]2)[C@H:3]1[OH:23].N1C=CN=C1.[CH3:29][C:30]([Si:33](Cl)([CH3:35])[CH3:34])([CH3:32])[CH3:31]. (6) Given the product [NH2:1][C:4]1[CH:5]=[CH:6][C:7]([N:10]2[CH2:23][CH2:22][C:13]3([CH2:16][CH:15]([C:17]([O:19][CH2:20][CH3:21])=[O:18])[CH2:14]3)[CH2:12][CH2:11]2)=[N:8][CH:9]=1, predict the reactants needed to synthesize it. The reactants are: [N+:1]([C:4]1[CH:5]=[CH:6][C:7]([N:10]2[CH2:23][CH2:22][C:13]3([CH2:16][CH:15]([C:17]([O:19][CH2:20][CH3:21])=[O:18])[CH2:14]3)[CH2:12][CH2:11]2)=[N:8][CH:9]=1)([O-])=O.